This data is from Catalyst prediction with 721,799 reactions and 888 catalyst types from USPTO. The task is: Predict which catalyst facilitates the given reaction. (1) Reactant: [C:1]([NH2:10])([C:4]1[CH:9]=[CH:8][CH:7]=[CH:6][CH:5]=1)([CH3:3])[CH3:2].[CH2:11]1[CH2:17][S:14](=[O:16])(=[O:15])[O:13][CH2:12]1. Product: [C:1]([NH:10][CH2:12][CH2:11][CH2:17][S:14]([OH:16])(=[O:15])=[O:13])([C:4]1[CH:9]=[CH:8][CH:7]=[CH:6][CH:5]=1)([CH3:3])[CH3:2]. The catalyst class is: 7. (2) Product: [F:1][C:2]1[CH:10]=[CH:9][C:5]([C:6]2[O:7][CH:12]=[C:13]([CH:15]3[CH2:20][CH2:19][NH:18][CH2:17][CH2:16]3)[N:8]=2)=[CH:4][CH:3]=1. Reactant: [F:1][C:2]1[CH:10]=[CH:9][C:5]([C:6]([NH2:8])=[O:7])=[CH:4][CH:3]=1.Br[CH2:12][C:13]([CH:15]1[CH2:20][CH2:19][N:18](C(OC(C)(C)C)=O)[CH2:17][CH2:16]1)=O. The catalyst class is: 3. (3) Reactant: [CH3:1][S:2]([C:5]1[CH:10]=[CH:9][C:8]([C:11]2[CH:12]=[C:13]3[CH2:19][CH:18]([CH:20]4[CH2:25][CH2:24][NH:23][CH2:22][CH2:21]4)[O:17][C:14]3=[CH:15][N:16]=2)=[CH:7][CH:6]=1)(=[O:4])=[O:3].Br[C:27]1[CH:32]=[N:31][C:30]([CH2:33][CH3:34])=[CH:29][N:28]=1. Product: [CH2:33]([C:30]1[N:31]=[CH:32][C:27]([N:23]2[CH2:24][CH2:25][CH:20]([CH:18]3[O:17][C:14]4=[CH:15][N:16]=[C:11]([C:8]5[CH:9]=[CH:10][C:5]([S:2]([CH3:1])(=[O:3])=[O:4])=[CH:6][CH:7]=5)[CH:12]=[C:13]4[CH2:19]3)[CH2:21][CH2:22]2)=[N:28][CH:29]=1)[CH3:34]. The catalyst class is: 9. (4) Reactant: [H-].[Na+].[O:3]=[C:4]([CH2:12][CH2:13][CH2:14][CH2:15][CH3:16])[CH2:5]P(=O)(OC)OC.[CH2:17]([O:19][C:20](=[O:35])[CH2:21][O:22][CH2:23]/[CH:24]=[CH:25]\[CH2:26][N:27]1[C:31](=[O:32])[CH2:30][CH2:29][C@@H:28]1[CH:33]=O)[CH3:18]. Product: [CH2:17]([O:19][C:20](=[O:35])[CH2:21][O:22][CH2:23]/[CH:24]=[CH:25]\[CH2:26][N:27]1[C@@H:28](/[CH:33]=[CH:5]/[C:4](=[O:3])[CH2:12][CH2:13][CH2:14][CH2:15][CH3:16])[CH2:29][CH2:30][C:31]1=[O:32])[CH3:18]. The catalyst class is: 57. (5) Reactant: [OH-].[Na+].[CH3:3][C:4]1([CH3:20])[CH2:9][C:8]([CH3:11])([CH3:10])[CH2:7][C:6]([CH2:14][C:15]([O:17]CC)=[O:16])([CH:12]=[CH2:13])[CH2:5]1.O.Cl. Product: [CH3:3][C:4]1([CH3:20])[CH2:9][C:8]([CH3:10])([CH3:11])[CH2:7][C:6]([CH2:14][C:15]([OH:17])=[O:16])([CH:12]=[CH2:13])[CH2:5]1. The catalyst class is: 5. (6) The catalyst class is: 412. Product: [CH3:33][C:11]1[N:10]=[C:9]([C:7]2[CH:6]=[N:5][N:4]([CH2:3][CH2:2][OH:1])[CH:8]=2)[C:18]2[CH2:17][CH2:16][C@H:15]3[C@H:19]([CH3:26])[C:20]4[O:25][N:35]=[CH:23][C:21]=4[CH2:22][C@:14]3([C:27]3[CH:28]=[CH:29][CH:30]=[CH:31][CH:32]=3)[C:13]=2[N:12]=1. Reactant: [OH:1][CH2:2][CH2:3][N:4]1[CH:8]=[C:7]([C:9]2[C:18]3[CH2:17][CH2:16][C@H:15]4[C@H:19]([CH3:26])[C:20](=[O:25])/[C:21](=[CH:23]\O)/[CH2:22][C@:14]4([C:27]4[CH:32]=[CH:31][CH:30]=[CH:29][CH:28]=4)[C:13]=3[N:12]=[C:11]([CH3:33])[N:10]=2)[CH:6]=[N:5]1.Cl.[NH2:35]O. (7) Reactant: [CH3:1][N:2]([CH3:11])[S:3]([N:6]1[CH:10]=[CH:9][CH:8]=[N:7]1)(=[O:5])=[O:4].C([Li])CCC.[Cl:17]C(Cl)(Cl)C(Cl)(Cl)Cl. Product: [Cl:17][C:10]1[N:6]([S:3]([N:2]([CH3:11])[CH3:1])(=[O:4])=[O:5])[N:7]=[CH:8][CH:9]=1. The catalyst class is: 7. (8) Reactant: [NH:1]([C:15]([O:17][CH2:18][C:19]1[CH:24]=[CH:23][CH:22]=[CH:21][CH:20]=1)=[O:16])[C@H:2]([C:12](O)=[O:13])[CH2:3][CH2:4][C:5](=[O:11])[O:6][C:7]([CH3:10])([CH3:9])[CH3:8].CN1CCOCC1.ClC(OCC)=O.[BH4-].[Na+].OS([O-])(=O)=O.[K+]. Product: [C:7]([O:6][C:5](=[O:11])[CH2:4][CH2:3][C@H:2]([NH:1][C:15]([O:17][CH2:18][C:19]1[CH:24]=[CH:23][CH:22]=[CH:21][CH:20]=1)=[O:16])[CH2:12][OH:13])([CH3:10])([CH3:8])[CH3:9]. The catalyst class is: 36. (9) Reactant: [CH3:1][N:2]([CH3:10])[C:3](=[O:9])[C@@H:4]1[CH2:8][CH2:7][CH2:6][NH:5]1.C(=O)(O)[O-].[Na+].[C:16](Cl)(=[O:23])[C:17]1[CH:22]=[CH:21][CH:20]=[CH:19][CH:18]=1. Product: [CH3:1][N:2]([CH3:10])[C:3](=[O:9])[C@@H:4]1[CH2:8][CH2:7][CH2:6][N:5]1[C:16]([C:17]1[CH:22]=[CH:21][CH:20]=[CH:19][CH:18]=1)=[O:23]. The catalyst class is: 34.